Dataset: Full USPTO retrosynthesis dataset with 1.9M reactions from patents (1976-2016). Task: Predict the reactants needed to synthesize the given product. (1) Given the product [OH:66][CH:63]1[CH2:64][CH2:65][N:60]([C:36]2[CH:41]=[CH:40][C:39]([N:42]3[CH2:46][CH2:45][C:44]4([CH2:51][CH2:50][O:49][CH2:48][CH2:47]4)[C:43]3=[O:52])=[C:38]([CH3:53])[CH:37]=2)[CH2:61][CH2:62]1, predict the reactants needed to synthesize it. The reactants are: C1(P(C2CCCCC2)C2C=CC=CC=2C2C(C(C)C)=CC(C(C)C)=CC=2C(C)C)CCCCC1.Br[C:36]1[CH:41]=[CH:40][C:39]([N:42]2[CH2:46][CH2:45][C:44]3([CH2:51][CH2:50][O:49][CH2:48][CH2:47]3)[C:43]2=[O:52])=[C:38]([CH3:53])[CH:37]=1.CC(C)([O-])C.[Na+].[NH:60]1[CH2:65][CH2:64][CH:63]([OH:66])[CH2:62][CH2:61]1. (2) Given the product [NH2:5][CH2:6][C:7]1[CH:8]=[C:9]([CH:13]2[CH2:18][CH2:17][N:16]([C:19]([C:20]3[CH:25]=[CH:24][CH:23]=[C:22]([Si:26]([OH:33])([CH:30]([CH3:32])[CH3:31])[CH:27]([CH3:28])[CH3:29])[CH:21]=3)=[O:34])[CH2:15][CH2:14]2)[CH:10]=[CH:11][CH:12]=1, predict the reactants needed to synthesize it. The reactants are: FC(F)(F)C([NH:5][CH2:6][C:7]1[CH:12]=[CH:11][CH:10]=[C:9]([CH:13]2[CH2:18][CH2:17][N:16]([C:19](=[O:34])[C:20]3[CH:25]=[CH:24][CH:23]=[C:22]([Si:26]([OH:33])([CH:30]([CH3:32])[CH3:31])[CH:27]([CH3:29])[CH3:28])[CH:21]=3)[CH2:15][CH2:14]2)[CH:8]=1)=O.[OH-].[K+]. (3) Given the product [Cl:46][C:47]1[C:48]([CH2:62][NH:63][C:15]([C@H:9]2[N:8]([C:6]([O:5][C:1]([CH3:2])([CH3:3])[CH3:4])=[O:7])[C@@H:12]([CH3:13])[C@H:11]([F:14])[CH2:10]2)=[O:17])=[CH:49][C:50]([C:53]2[S:57][C:56]([C:58]([F:60])([F:61])[F:59])=[N:55][CH:54]=2)=[N:51][CH:52]=1, predict the reactants needed to synthesize it. The reactants are: [C:1]([O:5][C:6]([N:8]1[C@@H:12]([CH3:13])[C@H:11]([F:14])[CH2:10][C@H:9]1[C:15]([OH:17])=O)=[O:7])([CH3:4])([CH3:3])[CH3:2].CCN=C=NCCCN(C)C.C1C=CC2N(O)N=NC=2C=1.C(N(CC)CC)C.[Cl:46][C:47]1[C:48]([CH2:62][NH2:63])=[CH:49][C:50]([C:53]2[S:57][C:56]([C:58]([F:61])([F:60])[F:59])=[N:55][CH:54]=2)=[N:51][CH:52]=1. (4) Given the product [CH2:16]([N:18]1[C:7]([NH2:8])=[CH:6][C:5]([CH2:4][O:3][CH2:1][CH3:2])=[N:19]1)[CH3:17], predict the reactants needed to synthesize it. The reactants are: [CH2:1]([O:3][CH2:4][C:5](=O)[CH2:6][C:7]#[N:8])[CH3:2].C(O)(=O)C(O)=O.[CH2:16]([NH:18][NH2:19])[CH3:17].Cl. (5) Given the product [C:41]([C:40]1[NH:36][C:37]([C:2]2[C:3]([N:22]3[CH2:26][C@H:25]([OH:27])[C@@H:24]([OH:28])[CH2:23]3)=[N:4][CH:5]=[C:6]([CH:21]=2)[C:7]([NH:9][C:10]2[CH:15]=[CH:14][C:13]([O:16][C:17]([F:19])([F:20])[F:18])=[CH:12][CH:11]=2)=[O:8])=[CH:38][CH:39]=1)#[N:42], predict the reactants needed to synthesize it. The reactants are: Br[C:2]1[C:3]([N:22]2[CH2:26][C@H:25]([OH:27])[C@@H:24]([OH:28])[CH2:23]2)=[N:4][CH:5]=[C:6]([CH:21]=1)[C:7]([NH:9][C:10]1[CH:15]=[CH:14][C:13]([O:16][C:17]([F:20])([F:19])[F:18])=[CH:12][CH:11]=1)=[O:8].C(OC([N:36]1[C:40]([C:41]#[N:42])=[CH:39][CH:38]=[C:37]1B(O)O)=O)(C)(C)C. (6) Given the product [Br:1][C:2]1[C:3]([I:11])=[C:4]([C:8]([O:10][CH3:12])=[O:9])[CH:5]=[N:6][CH:7]=1, predict the reactants needed to synthesize it. The reactants are: [Br:1][C:2]1[C:3]([I:11])=[C:4]([C:8]([OH:10])=[O:9])[CH:5]=[N:6][CH:7]=1.[CH3:12][Si](C=[N+]=[N-])(C)C.